Predict the product of the given reaction. From a dataset of Forward reaction prediction with 1.9M reactions from USPTO patents (1976-2016). (1) Given the reactants [F:1][C:2]([F:25])([F:24])[C:3]1[CH:23]=[CH:22][C:6]([C:7]([NH:9][C:10]2[C:14]3[CH:15]=[CH:16][CH:17]=[CH:18][C:13]=3[O:12][C:11]=2[C:19]([NH2:21])=[O:20])=O)=[CH:5][CH:4]=1.CC([O-])(C)C.[K+], predict the reaction product. The product is: [F:1][C:2]([F:25])([F:24])[C:3]1[CH:23]=[CH:22][C:6]([C:7]2[NH:21][C:19](=[O:20])[C:11]3[O:12][C:13]4[CH:18]=[CH:17][CH:16]=[CH:15][C:14]=4[C:10]=3[N:9]=2)=[CH:5][CH:4]=1. (2) Given the reactants C(NC(C)C)(C)C.C([Li])CCC.C[Si](C)(C)[CH2:15][C:16]([O:18][C:19]([CH3:22])([CH3:21])[CH3:20])=[O:17].[CH2:25]([CH:28]1[CH2:33][CH2:32][CH2:31][CH2:30][C:29]1=O)[CH:26]=[CH2:27], predict the reaction product. The product is: [CH2:25]([CH:28]1[CH2:33][CH2:32][CH2:31][CH2:30][C:29]1=[CH:15][C:16]([O:18][C:19]([CH3:22])([CH3:21])[CH3:20])=[O:17])[CH:26]=[CH2:27]. (3) Given the reactants Br[CH2:2][C:3]1[CH:12]=[C:11]([OH:13])[CH:10]=[C:9]2[C:4]=1[CH2:5][CH:6]([C:17]1[CH:22]=[CH:21][C:20]([OH:23])=[CH:19][CH:18]=1)[CH:7]1[CH2:16][CH2:15][CH2:14][CH:8]12.C[N+]([O-:28])(C)C.CS(C)=O.C(Cl)Cl, predict the reaction product. The product is: [OH:13][C:11]1[CH:12]=[C:3]([CH:2]=[O:28])[C:4]2[CH2:5][CH:6]([C:17]3[CH:18]=[CH:19][C:20]([OH:23])=[CH:21][CH:22]=3)[CH:7]3[CH2:16][CH2:15][CH2:14][CH:8]3[C:9]=2[CH:10]=1. (4) Given the reactants [F:1][C:2]([F:16])([CH2:14][CH3:15])[CH2:3][CH2:4][CH2:5][CH:6]=[CH:7][C:8](=[O:13])[C:9]([F:12])([F:11])[CH3:10], predict the reaction product. The product is: [F:1][C:2]1([F:16])[CH2:14][CH2:15][CH:5]([CH2:6][CH2:7][C:8](=[O:13])[C:9]([F:12])([F:11])[CH3:10])[CH2:4][CH2:3]1. (5) Given the reactants C(=O)([O-])[O-:2].[K+].[K+].[NH2:7][CH2:8][CH2:9][CH2:10][OH:11].[CH2:12]([O:19][C:20]1[CH:21]=[C:22]([C:26]2[C:38]3[C:37]4[C:32](=[CH:33][CH:34]=[CH:35][CH:36]=4)[N:31]([C:39]4[CH:46]=[CH:45][C:42]([C:43]#[N:44])=[C:41](F)[CH:40]=4)[C:30]=3[CH:29]=[CH:28][CH:27]=2)[CH:23]=[N:24][CH:25]=1)[C:13]1[CH:18]=[CH:17][CH:16]=[CH:15][CH:14]=1.[OH-].[Na+].OO, predict the reaction product. The product is: [CH2:12]([O:19][C:20]1[CH:21]=[C:22]([C:26]2[C:38]3[C:37]4[C:32](=[CH:33][CH:34]=[CH:35][CH:36]=4)[N:31]([C:39]4[CH:46]=[CH:45][C:42]([C:43]([NH2:44])=[O:2])=[C:41]([NH:7][CH2:8][CH2:9][CH2:10][OH:11])[CH:40]=4)[C:30]=3[CH:29]=[CH:28][CH:27]=2)[CH:23]=[N:24][CH:25]=1)[C:13]1[CH:18]=[CH:17][CH:16]=[CH:15][CH:14]=1. (6) Given the reactants [C:1]1([CH2:7][SH:8])[CH:6]=[CH:5][CH:4]=[CH:3][CH:2]=1.C([O-])([O-])=O.[Cs+].[Cs+].[Br:15][C:16]1[CH:21]=[CH:20][CH:19]=[C:18](F)[C:17]=1[Cl:23], predict the reaction product. The product is: [CH2:7]([S:8][C:18]1[CH:19]=[CH:20][CH:21]=[C:16]([Br:15])[C:17]=1[Cl:23])[C:1]1[CH:6]=[CH:5][CH:4]=[CH:3][CH:2]=1. (7) Given the reactants [C:1]1([CH2:7][CH2:8][CH2:9][CH2:10][CH2:11][CH2:12][CH2:13][CH2:14][NH2:15])[CH:6]=[CH:5][CH:4]=[CH:3][CH:2]=1.[Li]CCCC.C([O:23][C:24](=O)[C:25]1[CH:30]=[C:29]([C:31]2[CH:36]=[C:35]([CH3:37])[CH:34]=[C:33]([CH3:38])[CH:32]=2)[C:28]([O:39][CH2:40][CH2:41][OH:42])=[C:27]([C:43]2[CH:48]=[C:47]([CH3:49])[CH:46]=[C:45]([CH3:50])[CH:44]=2)[CH:26]=1)C.CCOC(C)=O, predict the reaction product. The product is: [C:1]1([CH2:7][CH2:8][CH2:9][CH2:10][CH2:11][CH2:12][CH2:13][CH2:14][NH:15][C:24](=[O:23])[C:25]2[CH:30]=[C:29]([C:31]3[CH:32]=[C:33]([CH3:38])[CH:34]=[C:35]([CH3:37])[CH:36]=3)[C:28]([O:39][CH2:40][CH2:41][OH:42])=[C:27]([C:43]3[CH:44]=[C:45]([CH3:50])[CH:46]=[C:47]([CH3:49])[CH:48]=3)[CH:26]=2)[CH:6]=[CH:5][CH:4]=[CH:3][CH:2]=1. (8) Given the reactants [Br:1][C:2]1[CH:10]=[CH:9][CH:8]=[C:7]2[C:3]=1[CH:4]=[CH:5][N:6]2[C@@H:11]1[O:28][C@H:27]([CH2:29][O:30]C(=O)C)[C@@H:22]([O:23]C(=O)C)[C@H:17]([O:18]C(=O)C)[C@H:12]1[O:13]C(=O)C.[Cl:34][C:35]1[CH:43]=[CH:42][C:38]([C:39](Cl)=O)=[CH:37][CH:36]=1, predict the reaction product. The product is: [Br:1][C:2]1[CH:10]=[CH:9][CH:8]=[C:7]2[C:3]=1[C:4]([CH2:39][C:38]1[CH:42]=[CH:43][C:35]([Cl:34])=[CH:36][CH:37]=1)=[CH:5][N:6]2[C@@H:11]1[O:28][C@H:27]([CH2:29][OH:30])[C@@H:22]([OH:23])[C@H:17]([OH:18])[C@H:12]1[OH:13].